This data is from Reaction yield outcomes from USPTO patents with 853,638 reactions. The task is: Predict the reaction yield, written as a fraction of the theoretical maximum amount of product (1.0 means a 100% yield; for example, 0.34 means a 34% yield). (1) The catalyst is [OH-].[OH-].[Pd+2].CO. The product is [CH2:23]([N:15]1[C:16]2[C:21](=[CH:20][CH:19]=[CH:18][CH:17]=2)[CH:22]=[C:14]1[CH2:13][NH:11][CH3:9])[CH3:24]. The yield is 1.00. The reactants are C(O[C:9]([N:11]([CH2:13][C:14]1[N:15]([CH2:23][CH3:24])[C:16]2[C:21]([CH:22]=1)=[CH:20][CH:19]=[CH:18][CH:17]=2)C)=O)C1C=CC=CC=1. (2) The reactants are [C:1]([O:4][CH:5]1[C:9]2=[N:10][CH:11]=[C:12]([NH2:29])[C:13]([N:14]3[CH2:19][C@H:18]([CH3:20])[CH2:17][C@H:16]([NH:21][C:22]([O:24][C:25]([CH3:28])([CH3:27])[CH3:26])=[O:23])[CH2:15]3)=[C:8]2[CH2:7][CH2:6]1)(=[O:3])[CH3:2].[C:30]([O:34][C:35]([NH:37][C:38]1[S:42][C:41]([C:43]2[C:48]([F:49])=[CH:47][CH:46]=[CH:45][C:44]=2[F:50])=[N:40][C:39]=1[C:51](O)=[O:52])=[O:36])([CH3:33])([CH3:32])[CH3:31].CN(C(ON1N=NC2C=CC=NC1=2)=[N+](C)C)C.F[P-](F)(F)(F)(F)F.CCN(C(C)C)C(C)C. The catalyst is CN(C=O)C.CO. The product is [C:1]([O:4][CH:5]1[C:9]2=[N:10][CH:11]=[C:12]([NH:29][C:51]([C:39]3[N:40]=[C:41]([C:43]4[C:48]([F:49])=[CH:47][CH:46]=[CH:45][C:44]=4[F:50])[S:42][C:38]=3[NH:37][C:35]([O:34][C:30]([CH3:33])([CH3:32])[CH3:31])=[O:36])=[O:52])[C:13]([N:14]3[CH2:19][C@H:18]([CH3:20])[CH2:17][C@H:16]([NH:21][C:22]([O:24][C:25]([CH3:28])([CH3:27])[CH3:26])=[O:23])[CH2:15]3)=[C:8]2[CH2:7][CH2:6]1)(=[O:3])[CH3:2]. The yield is 0.520. (3) The reactants are [CH2:1]([O:8][C:9]1[CH:16]=[CH:15][C:14]([OH:17])=[CH:13][C:10]=1[CH:11]=[O:12])[C:2]1[CH:7]=[CH:6][CH:5]=[CH:4][CH:3]=1.[CH2:18](I)[CH3:19].C(=O)([O-])[O-].[K+].[K+].CN(C)C=O. The catalyst is O. The product is [CH2:1]([O:8][C:9]1[CH:16]=[CH:15][C:14]([O:17][CH2:18][CH3:19])=[CH:13][C:10]=1[CH:11]=[O:12])[C:2]1[CH:3]=[CH:4][CH:5]=[CH:6][CH:7]=1. The yield is 0.920. (4) The reactants are [C:1]([O:5][C:6]([N:8]1[CH2:13][CH2:12][N:11]([C:14]2[CH:19]=[CH:18][N:17]=[C:16]([Cl:20])[CH:15]=2)[CH2:10][CH2:9]1)=[O:7])([CH3:4])([CH3:3])[CH3:2].CC(O)=O.[Cl:25]N1C(=O)CCC1=O.C([O-])(O)=O.[Na+]. The catalyst is C(Cl)(Cl)Cl. The product is [C:1]([O:5][C:6]([N:8]1[CH2:13][CH2:12][N:11]([C:14]2[CH:19]=[CH:18][N:17]=[C:16]([Cl:20])[C:15]=2[Cl:25])[CH2:10][CH2:9]1)=[O:7])([CH3:4])([CH3:2])[CH3:3]. The yield is 0.400. (5) The reactants are ClC(Cl)(O[C:5](=[O:11])OC(Cl)(Cl)Cl)Cl.[C:13]([O:17][C:18]([N:20]1[CH2:23][CH:22]([CH2:24][NH:25][C:26]2[N:31]=[C:30]([C:32]3[CH:37]=[CH:36][C:35]([NH2:38])=[CH:34][CH:33]=3)[N:29]=[C:28]([N:39]3[CH2:44][CH2:43][O:42][CH2:41][CH2:40]3)[N:27]=2)[CH2:21]1)=[O:19])([CH3:16])([CH3:15])[CH3:14].[NH2:45][C:46]1[CH:51]=[CH:50][N:49]=[CH:48][CH:47]=1.CCN(CC)CC. The catalyst is C(Cl)Cl. The product is [C:13]([O:17][C:18]([N:20]1[CH2:23][CH:22]([CH2:24][NH:25][C:26]2[N:27]=[C:28]([N:39]3[CH2:44][CH2:43][O:42][CH2:41][CH2:40]3)[N:29]=[C:30]([C:32]3[CH:37]=[CH:36][C:35]([NH:38][C:5]([NH:45][C:46]4[CH:51]=[CH:50][N:49]=[CH:48][CH:47]=4)=[O:11])=[CH:34][CH:33]=3)[N:31]=2)[CH2:21]1)=[O:19])([CH3:16])([CH3:14])[CH3:15]. The yield is 0.160. (6) The reactants are Br[C:2]1[C:3](=[O:32])[N:4]([CH2:24][CH2:25][C:26]2[CH:31]=[CH:30][CH:29]=[CH:28][CH:27]=2)[C:5]([C:9]2[CH:14]=[CH:13][CH:12]=[C:11]([F:15])[C:10]=2[O:16]CC2C=CC=CC=2)=[N:6][C:7]=1[CH3:8].[N:33]1[C:42]2[C:37](=[CH:38][C:39](B(O)O)=[CH:40][CH:41]=2)[CH:36]=[CH:35][CH:34]=1.C(=O)([O-])[O-].[Na+].[Na+]. The catalyst is O1CCOCC1.C(O)C. The product is [F:15][C:11]1[C:10]([OH:16])=[C:9]([C:5]2[N:4]([CH2:24][CH2:25][C:26]3[CH:31]=[CH:30][CH:29]=[CH:28][CH:27]=3)[C:3](=[O:32])[C:2]([C:39]3[CH:38]=[C:37]4[C:42](=[CH:41][CH:40]=3)[N:33]=[CH:34][CH:35]=[CH:36]4)=[C:7]([CH3:8])[N:6]=2)[CH:14]=[CH:13][CH:12]=1. The yield is 0.660. (7) The reactants are C(N=C=NCCCN(C)C)C.[CH2:12]([C@@H:19]1[CH2:23][O:22][C:21](=[O:24])[NH:20]1)[C:13]1[CH:18]=[CH:17][CH:16]=[CH:15][CH:14]=1.[O:25]1[CH2:29][CH2:28][CH:27]([C:30](O)=[O:31])[CH2:26]1.O. The catalyst is CN(C1C=CN=CC=1)C.C(Cl)Cl. The product is [CH2:12]([C@@H:19]1[CH2:23][O:22][C:21](=[O:24])[N:20]1[C:30]([C@H:27]1[CH2:28][CH2:29][O:25][CH2:26]1)=[O:31])[C:13]1[CH:14]=[CH:15][CH:16]=[CH:17][CH:18]=1. The yield is 0.250. (8) The reactants are [Cl:1][C:2]1[CH:22]=[CH:21][C:5]([CH2:6][N:7]2[CH:11]=[CH:10][N:9]=[C:8]2[C:12]2[CH:17]=[CH:16][C:15]([N+:18]([O-])=O)=[CH:14][CH:13]=2)=[CH:4][CH:3]=1.FC(F)(F)S(O[C:29]1[CH:38]=[CH:37][C:36]2[C:31](=[CH:32][CH:33]=[CH:34][CH:35]=2)[C:30]=1[N+:39]([O-:41])=[O:40])(=O)=O.O=C(NC1C2C(=CC=CC=2)C=CC=1NC1C=CC(C2N(CCC3C=CC=CC=3)C=CN=2)=CC=1)CC(OCC)=O. The catalyst is CO.[Pt]=O. The product is [Cl:1][C:2]1[CH:22]=[CH:21][C:5]([CH2:6][N:7]2[CH:11]=[CH:10][N:9]=[C:8]2[C:12]2[CH:17]=[CH:16][C:15]([NH:18][C:29]3[CH:38]=[CH:37][C:36]4[C:31](=[CH:32][CH:33]=[CH:34][CH:35]=4)[C:30]=3[N+:39]([O-:41])=[O:40])=[CH:14][CH:13]=2)=[CH:4][CH:3]=1. The yield is 0.530.